This data is from Catalyst prediction with 721,799 reactions and 888 catalyst types from USPTO. The task is: Predict which catalyst facilitates the given reaction. Reactant: Cl[C:2]1[C:7]([O:8][CH3:9])=[C:6]([Cl:10])[N:5]=[CH:4][N:3]=1.[CH3:11][S:12]([C:15]1[N:20]=[C:19]([CH3:21])[C:18]([NH2:22])=[CH:17][CH:16]=1)(=[O:14])=[O:13].C([O-])([O-])=O.[Cs+].[Cs+]. The catalyst class is: 16. Product: [Cl:10][C:6]1[N:5]=[CH:4][N:3]=[C:2]([NH:22][C:18]2[C:19]([CH3:21])=[N:20][C:15]([S:12]([CH3:11])(=[O:14])=[O:13])=[CH:16][CH:17]=2)[C:7]=1[O:8][CH3:9].